Task: Regression. Given two drug SMILES strings and cell line genomic features, predict the synergy score measuring deviation from expected non-interaction effect.. Dataset: NCI-60 drug combinations with 297,098 pairs across 59 cell lines Drug 1: C1CCN(CC1)CCOC2=CC=C(C=C2)C(=O)C3=C(SC4=C3C=CC(=C4)O)C5=CC=C(C=C5)O. Drug 2: CCC1(CC2CC(C3=C(CCN(C2)C1)C4=CC=CC=C4N3)(C5=C(C=C6C(=C5)C78CCN9C7C(C=CC9)(C(C(C8N6C=O)(C(=O)OC)O)OC(=O)C)CC)OC)C(=O)OC)O.OS(=O)(=O)O. Cell line: MALME-3M. Synergy scores: CSS=38.3, Synergy_ZIP=5.09, Synergy_Bliss=8.13, Synergy_Loewe=-16.3, Synergy_HSA=5.38.